This data is from Forward reaction prediction with 1.9M reactions from USPTO patents (1976-2016). The task is: Predict the product of the given reaction. (1) Given the reactants [H-].[Na+].CN(C=O)C.[NH:8]1[CH:12]=[CH:11][CH:10]=[N:9]1.Cl[C:14]1[C:19]([C:20]2[CH:25]=[CH:24][C:23]([Cl:26])=[CH:22][CH:21]=2)=[C:18]([CH3:27])[N:17]=[N:16][C:15]=1[CH3:28], predict the reaction product. The product is: [Cl:26][C:23]1[CH:22]=[CH:21][C:20]([C:19]2[C:14]([C:12]3[CH:11]=[CH:10][NH:9][N:8]=3)=[C:15]([CH3:28])[N:16]=[N:17][C:18]=2[CH3:27])=[CH:25][CH:24]=1. (2) Given the reactants [CH2:1]([O:8][CH2:9][C@@H:10]([C:22]([OH:24])=O)[NH:11][C:12]([O:14][CH2:15][C:16]1[CH:21]=[CH:20][CH:19]=[CH:18][CH:17]=1)=[O:13])[C:2]1[CH:7]=[CH:6][CH:5]=[CH:4][CH:3]=1.[NH2:25][CH2:26][C@@H:27]([NH:39][C:40]([O:42][C:43]([CH3:46])([CH3:45])[CH3:44])=[O:41])[CH2:28][CH2:29][CH2:30][NH:31][C:32](=[O:38])[O:33][C:34]([CH3:37])([CH3:36])[CH3:35].C(Cl)CCl.C1C=CC2N(O)N=NC=2C=1, predict the reaction product. The product is: [CH2:1]([O:8][CH2:9][C@H:10]([NH:11][C:12](=[O:13])[O:14][CH2:15][C:16]1[CH:17]=[CH:18][CH:19]=[CH:20][CH:21]=1)[C:22]([NH:25][CH2:26][C@@H:27]([NH:39][C:40]([O:42][C:43]([CH3:46])([CH3:45])[CH3:44])=[O:41])[CH2:28][CH2:29][CH2:30][NH:31][C:32]([O:33][C:34]([CH3:36])([CH3:37])[CH3:35])=[O:38])=[O:24])[C:2]1[CH:3]=[CH:4][CH:5]=[CH:6][CH:7]=1. (3) Given the reactants C([N:5]1[C:9]([NH:10][C:11]2[C:20]3[C:15](=[CH:16][CH:17]=[CH:18][CH:19]=3)[C:14](=[O:21])[N:13]([CH2:22][CH2:23][O:24][CH3:25])[N:12]=2)=[CH:8][C:7]([CH3:26])=[N:6]1)(C)(C)C, predict the reaction product. The product is: [CH3:25][O:24][CH2:23][CH2:22][N:13]1[N:12]=[C:11]([NH:10][C:9]2[NH:5][N:6]=[C:7]([CH3:26])[CH:8]=2)[C:20]2[C:15](=[CH:16][CH:17]=[CH:18][CH:19]=2)[C:14]1=[O:21]. (4) Given the reactants ClCCl.[Br:4][C:5]1[C:6]([O:29]C)=[C:7]([NH:22][C:23](=[O:28])[C:24]([CH3:27])([CH3:26])[CH3:25])[C:8]([C:20]#[N:21])=[C:9]([CH3:19])[C:10]=1[CH:11]=[CH:12][C:13]1[CH:18]=[CH:17][CH:16]=[CH:15][CH:14]=1.BrB(Br)Br.O, predict the reaction product. The product is: [Br:4][C:5]1[C:6]([OH:29])=[C:7]([NH:22][C:23](=[O:28])[C:24]([CH3:25])([CH3:27])[CH3:26])[C:8]([C:20]#[N:21])=[C:9]([CH3:19])[C:10]=1[CH:11]=[CH:12][C:13]1[CH:18]=[CH:17][CH:16]=[CH:15][CH:14]=1. (5) The product is: [ClH:26].[CH3:1][S:2]([NH:5][CH2:6][C:7]1[CH:8]=[C:9]([CH:14]=[CH:15][C:16]=1[O:17][CH2:18][CH2:19][N:20]1[CH2:21][CH2:22][O:23][CH2:24][CH2:25]1)[C:10]([OH:12])=[O:11])(=[O:3])=[O:4]. Given the reactants [CH3:1][S:2]([NH:5][CH2:6][C:7]1[CH:8]=[C:9]([CH:14]=[CH:15][C:16]=1[O:17][CH2:18][CH2:19][N:20]1[CH2:25][CH2:24][O:23][CH2:22][CH2:21]1)[C:10]([O:12]C)=[O:11])(=[O:4])=[O:3].[ClH:26], predict the reaction product. (6) Given the reactants [Cl:1][C:2]1[CH:7]=[C:6]([Cl:8])[CH:5]=[CH:4][C:3]=1[N:9]1[C:17]2[N:16]=[C:15]([CH2:18][CH3:19])[NH:14][C:13]=2[C:12](=[O:20])[N:11]([CH3:21])[CH2:10]1.C1C=CC(P(C2C=CC=CC=2)C2C=CC=CC=2)=CC=1.[CH3:41][O:42][CH2:43][CH:44](O)[CH2:45][CH2:46][CH3:47].CCOC(/N=N/C(OCC)=O)=O.C([O-])(O)=O.[Na+], predict the reaction product. The product is: [Cl:1][C:2]1[CH:7]=[C:6]([Cl:8])[CH:5]=[CH:4][C:3]=1[N:9]1[C:17]2[N:16]=[C:15]([CH2:18][CH3:19])[N:14]([CH:44]([CH2:43][O:42][CH3:41])[CH2:45][CH2:46][CH3:47])[C:13]=2[C:12](=[O:20])[N:11]([CH3:21])[CH2:10]1. (7) Given the reactants C(O)(C(F)(F)F)=O.[C:8]([O:24][C@:25]([CH3:76])([CH2:74][I:75])[C:26](=[O:73])[C@H:27]([CH2:69][CH:70]([CH3:72])[CH3:71])[NH:28][C:29](=[O:68])[C@H:30]([CH2:61][C:62]1[CH:67]=[CH:66][CH:65]=[CH:64][CH:63]=1)[NH:31][C:32](=[O:60])[C@H:33]([CH2:56][CH:57]([CH3:59])[CH3:58])[NH:34][C:35](=[O:55])[C@H:36]([CH2:47][CH2:48][C:49]1[CH:54]=[CH:53][CH:52]=[CH:51][CH:50]=1)[NH:37][C:38](=[O:46])[CH2:39][N:40]1[CH2:45][CH2:44][O:43][CH2:42][CH2:41]1)(=[O:23])[CH2:9][CH2:10][C:11]([O:13]CC1C=CC(OC)=CC=1)=[O:12], predict the reaction product. The product is: [CH2:61]([C@@H:30]([C:29](=[O:68])[NH:28][C@@H:27]([CH2:69][CH:70]([CH3:72])[CH3:71])[C:26](=[O:73])[C@:25]([CH2:74][I:75])([CH3:76])[O:24][C:8](=[O:23])[CH2:9][CH2:10][C:11]([OH:13])=[O:12])[NH:31][C:32](=[O:60])[C@H:33]([CH2:56][CH:57]([CH3:59])[CH3:58])[NH:34][C:35](=[O:55])[C@H:36]([CH2:47][CH2:48][C:49]1[CH:50]=[CH:51][CH:52]=[CH:53][CH:54]=1)[NH:37][C:38](=[O:46])[CH2:39][N:40]1[CH2:41][CH2:42][O:43][CH2:44][CH2:45]1)[C:62]1[CH:63]=[CH:64][CH:65]=[CH:66][CH:67]=1. (8) Given the reactants [F:1][C:2]([F:30])([F:29])[C:3]1[CH:27]=[C:26]([NH2:28])[C:6]2[NH:7][C:8]([N:10]3[CH2:15][CH2:14][N:13]([C:16]4[C:21]([C:22]([F:25])([F:24])[F:23])=[CH:20][CH:19]=[CH:18][N:17]=4)[CH2:12][CH2:11]3)=[N:9][C:5]=2[CH:4]=1.[CH3:31][C:32]([CH3:38])([CH2:36][OH:37])[C:33](O)=[O:34].Cl.CN(C)CCCN=C=NCC, predict the reaction product. The product is: [OH:37][CH2:36][C:32]([CH3:38])([CH3:31])[C:33]([NH:28][C:26]1[C:6]2[NH:7][C:8]([N:10]3[CH2:11][CH2:12][N:13]([C:16]4[C:21]([C:22]([F:23])([F:24])[F:25])=[CH:20][CH:19]=[CH:18][N:17]=4)[CH2:14][CH2:15]3)=[N:9][C:5]=2[CH:4]=[C:3]([C:2]([F:1])([F:29])[F:30])[CH:27]=1)=[O:34]. (9) Given the reactants [CH3:1][C@@H:2]1[CH2:6][CH2:5][CH2:4][N:3]1[CH2:7][CH2:8][C:9]1[CH:14]=[CH:13][C:12](B(O)O)=[CH:11][CH:10]=1.Br[C:19]1[CH:24]=[CH:23][C:22]([CH2:25][CH2:26][OH:27])=[CH:21][CH:20]=1.C([O-])([O-])=O.[Na+].[Na+], predict the reaction product. The product is: [CH3:1][C@@H:2]1[CH2:6][CH2:5][CH2:4][N:3]1[CH2:7][CH2:8][C:9]1[CH:14]=[CH:13][C:12]([C:19]2[CH:24]=[CH:23][C:22]([CH2:25][CH2:26][OH:27])=[CH:21][CH:20]=2)=[CH:11][CH:10]=1.